Task: Predict the reaction yield, written as a fraction of the theoretical maximum amount of product (1.0 means a 100% yield; for example, 0.34 means a 34% yield).. Dataset: Reaction yield outcomes from USPTO patents with 853,638 reactions (1) The reactants are Cl[C:2]1[N:7]=[C:6]([CH2:8][N:9]2[C:17](=[O:18])[C:16]3[C:11](=[CH:12][CH:13]=[CH:14][CH:15]=3)[C:10]2=[O:19])[C:5]([C:20]([O:22][CH2:23][CH3:24])=[O:21])=[C:4]([NH:25][C:26]2[CH:27]=[C:28]([CH3:32])[CH:29]=[CH:30][CH:31]=2)[N:3]=1.[NH2:33][C@@H:34]1[CH2:39][CH2:38][CH2:37][CH2:36][C@@H:35]1[NH:40][C:41](=[O:47])[O:42][C:43]([CH3:46])([CH3:45])[CH3:44].CCN(CC)CC.C([O-])(O)=O.[Na+]. The catalyst is CC(N(C)C)=O. The product is [C:43]([O:42][C:41]([NH:40][C@H:35]1[CH2:36][CH2:37][CH2:38][CH2:39][C@H:34]1[NH:33][C:2]1[N:7]=[C:6]([CH2:8][N:9]2[C:17](=[O:18])[C:16]3[C:11](=[CH:12][CH:13]=[CH:14][CH:15]=3)[C:10]2=[O:19])[C:5]([C:20]([O:22][CH2:23][CH3:24])=[O:21])=[C:4]([NH:25][C:26]2[CH:27]=[C:28]([CH3:32])[CH:29]=[CH:30][CH:31]=2)[N:3]=1)=[O:47])([CH3:46])([CH3:44])[CH3:45]. The yield is 0.920. (2) The reactants are [NH:1]1[C:5]2[CH2:6][CH2:7][CH2:8][CH2:9][C:4]=2[N:3]=[C:2]1[NH:10]C(=O)C.O.OS(O)(=O)=O. The catalyst is CO. The product is [NH:1]1[C:5]2[CH2:6][CH2:7][CH2:8][CH2:9][C:4]=2[N:3]=[C:2]1[NH2:10]. The yield is 0.860.